From a dataset of Forward reaction prediction with 1.9M reactions from USPTO patents (1976-2016). Predict the product of the given reaction. Given the reactants [CH3:1][O:2][C:3]1[N:8]=[C:7]([CH:9]([NH2:23])[CH:10]([C:17]2[CH:18]=[N:19][CH:20]=[CH:21][CH:22]=2)[C:11]2[CH:12]=[N:13][CH:14]=[CH:15][CH:16]=2)[CH:6]=[CH:5][CH:4]=1.[O:24]([CH2:28][CH:29]=O)[CH2:25][CH:26]=O.O.[BH3-]C#N.[Na+].Cl, predict the reaction product. The product is: [CH3:1][O:2][C:3]1[N:8]=[C:7]([CH:9]([N:23]2[CH2:29][CH2:28][O:24][CH2:25][CH2:26]2)[CH:10]([C:17]2[CH:18]=[N:19][CH:20]=[CH:21][CH:22]=2)[C:11]2[CH:12]=[N:13][CH:14]=[CH:15][CH:16]=2)[CH:6]=[CH:5][CH:4]=1.